From a dataset of Catalyst prediction with 721,799 reactions and 888 catalyst types from USPTO. Predict which catalyst facilitates the given reaction. (1) Reactant: [CH3:1][O:2][C:3](=[O:37])[C:4]([NH:26][C:27]([O:29][CH2:30][C:31]1[CH:36]=[CH:35][CH:34]=[CH:33][CH:32]=1)=[O:28])=[CH:5][C:6]1[CH:11]=[CH:10][C:9]([NH:12][C:13]([O:15][C:16]([CH3:19])([CH3:18])[CH3:17])=[O:14])=[C:8]([CH3:20])[C:7]=1[CH2:21][O:22][C:23](=[O:25])[CH3:24].C(OC(=O)[C@H](C(COC(=O)C)C1C=CC(NC(OC(C)(C)C)=O)=C(C)C=1)CC(OCC)=O)C. Product: [CH3:1][O:2][C:3](=[O:37])[C@H:4]([NH:26][C:27]([O:29][CH2:30][C:31]1[CH:32]=[CH:33][CH:34]=[CH:35][CH:36]=1)=[O:28])[CH2:5][C:6]1[CH:11]=[CH:10][C:9]([NH:12][C:13]([O:15][C:16]([CH3:19])([CH3:17])[CH3:18])=[O:14])=[C:8]([CH3:20])[C:7]=1[CH2:21][O:22][C:23](=[O:25])[CH3:24]. The catalyst class is: 125. (2) Reactant: Br[C:2]1[C:10]2[C:9]([Cl:11])=[N:8][CH:7]=[N:6][C:5]=2[NH:4][CH:3]=1.[Li]CCCC.[C:17]1([C:23](Cl)=[O:24])[CH:22]=[CH:21][CH:20]=[CH:19][CH:18]=1.O. Product: [Cl:11][C:9]1[C:10]2[C:2]([C:23]([C:17]3[CH:22]=[CH:21][CH:20]=[CH:19][CH:18]=3)=[O:24])=[CH:3][NH:4][C:5]=2[N:6]=[CH:7][N:8]=1. The catalyst class is: 49. (3) Reactant: [NH2:1][C:2]1[CH:7]=[CH:6][C:5]([N:8]2[C:12](=[O:13])[NH:11][C:10]([C:14]3[CH:15]=[C:16]([CH:24]=[CH:25][C:26]=3[Cl:27])[CH2:17][NH:18][C:19]([CH:21]3[CH2:23][CH2:22]3)=[O:20])=[N:9]2)=[CH:4][C:3]=1[O:28][CH3:29].[CH:30]1([C:33](Cl)=[O:34])[CH2:32][CH2:31]1.CCN(C(C)C)C(C)C. Product: [Cl:27][C:26]1[CH:25]=[CH:24][C:16]([CH2:17][NH:18][C:19]([CH:21]2[CH2:23][CH2:22]2)=[O:20])=[CH:15][C:14]=1[C:10]1[NH:11][C:12](=[O:13])[N:8]([C:5]2[CH:6]=[CH:7][C:2]([NH:1][C:33]([CH:30]3[CH2:32][CH2:31]3)=[O:34])=[C:3]([O:28][CH3:29])[CH:4]=2)[N:9]=1. The catalyst class is: 1. (4) Reactant: COC1C=CC(C[N:8]([CH:39]([CH3:41])[CH3:40])[CH2:9][CH2:10][C@H:11]([NH:14][C:15]([C:17]2[CH:25]=[C:24]3[C:20]([CH:21]=[N:22][N:23]3[CH2:26][CH:27]([CH3:29])[CH3:28])=[CH:19][C:18]=2[O:30][C:31]2[CH:36]=[CH:35][C:34]([F:37])=[CH:33][C:32]=2[F:38])=[O:16])[CH2:12][OH:13])=CC=1. Product: [OH:13][CH2:12][C@@H:11]([NH:14][C:15]([C:17]1[CH:25]=[C:24]2[C:20]([CH:21]=[N:22][N:23]2[CH2:26][CH:27]([CH3:28])[CH3:29])=[CH:19][C:18]=1[O:30][C:31]1[CH:36]=[CH:35][C:34]([F:37])=[CH:33][C:32]=1[F:38])=[O:16])[CH2:10][CH2:9][NH:8][CH:39]([CH3:41])[CH3:40]. The catalyst class is: 19. (5) Reactant: [OH-].[CH2:2]([N+:5]1([CH3:11])[CH2:10][CH2:9][O:8][CH2:7][CH2:6]1)[CH:3]=[CH2:4].[CH3:12][O:13][CH2:14][C:15]([OH:17])=[O:16]. Product: [CH3:12][O:13][CH2:14][C:15]([O-:17])=[O:16].[CH2:2]([N+:5]1([CH3:11])[CH2:10][CH2:9][O:8][CH2:7][CH2:6]1)[CH:3]=[CH2:4]. The catalyst class is: 5. (6) Reactant: [F:1][C:2]([F:24])([F:23])[C:3]1[CH:4]=[C:5]([C:13]2[N:17]=[CH:16][N:15](/[CH:18]=[CH:19]\[C:20]([OH:22])=O)[N:14]=2)[CH:6]=[C:7]([C:9]([F:12])([F:11])[F:10])[CH:8]=1.[CH3:25][N:26]([C:28]1[CH:33]=[CH:32][CH:31]=[CH:30][N:29]=1)[NH2:27].CCOC(C)=O.CCN(C(C)C)C(C)C. Product: [F:11][C:9]([F:12])([F:10])[C:7]1[CH:6]=[C:5]([C:13]2[N:17]=[CH:16][N:15](/[CH:18]=[CH:19]\[C:20]([NH:27][N:26]([CH3:25])[C:28]3[CH:33]=[CH:32][CH:31]=[CH:30][N:29]=3)=[O:22])[N:14]=2)[CH:4]=[C:3]([C:2]([F:24])([F:23])[F:1])[CH:8]=1. The catalyst class is: 61.